This data is from Forward reaction prediction with 1.9M reactions from USPTO patents (1976-2016). The task is: Predict the product of the given reaction. (1) Given the reactants C[O:2][C:3]1[C:8]2[O:9][C:10]3[C:15]([C@@:16]4([CH2:20][O:19][C:18]([NH2:21])=[N:17]4)[C:7]=2[CH:6]=[C:5]([C:28]2[CH:29]=[N:30][CH:31]=[CH:32][CH:33]=2)[N:4]=1)=[CH:14][C:13]([C:22]1[CH:23]=[N:24][CH:25]=[CH:26][CH:27]=1)=[CH:12][CH:11]=3.B(Br)(Br)Br, predict the reaction product. The product is: [NH2:21][C:18]1[O:19][CH2:20][C@:16]2([C:7]3[CH:6]=[C:5]([C:28]4[CH:29]=[N:30][CH:31]=[CH:32][CH:33]=4)[NH:4][C:3](=[O:2])[C:8]=3[O:9][C:10]3[C:15]2=[CH:14][C:13]([C:22]2[CH:23]=[N:24][CH:25]=[CH:26][CH:27]=2)=[CH:12][CH:11]=3)[N:17]=1. (2) Given the reactants [NH2:1][C:2]1[NH:3][C:4]2[CH:10]=[CH:9][CH:8]=[CH:7][C:5]=2[N:6]=1.[C:11](OCC)(=[O:15])[C:12]([CH3:14])=[CH2:13], predict the reaction product. The product is: [CH3:13][CH:12]1[CH2:14][N:6]2[C:2](=[N:3][C:4]3[CH:10]=[CH:9][CH:8]=[CH:7][C:5]=32)[NH:1][C:11]1=[O:15]. (3) The product is: [CH2:19]([O:18][C:16](=[O:17])[NH:1][CH2:2][C@H:3]1[CH2:7][CH2:6][N:5]([C:8]([O:10][C:11]([CH3:14])([CH3:13])[CH3:12])=[O:9])[CH2:4]1)[C:20]1[CH:25]=[CH:24][CH:23]=[CH:22][CH:21]=1. Given the reactants [NH2:1][CH2:2][C@H:3]1[CH2:7][CH2:6][N:5]([C:8]([O:10][C:11]([CH3:14])([CH3:13])[CH3:12])=[O:9])[CH2:4]1.Cl[C:16]([O:18][CH2:19][C:20]1[CH:25]=[CH:24][CH:23]=[CH:22][CH:21]=1)=[O:17].C(N(CC)CC)C, predict the reaction product. (4) Given the reactants [CH2:1]([C:7]1[CH:12]=[CH:11][CH:10]=[CH:9][CH:8]=1)[CH2:2][CH2:3][CH2:4][CH2:5][CH3:6].[Cl:13][S:14](O)(=[O:16])=[O:15], predict the reaction product. The product is: [CH2:1]([C:7]1[CH:8]=[CH:9][C:10]([S:14]([Cl:13])(=[O:16])=[O:15])=[CH:11][CH:12]=1)[CH2:2][CH2:3][CH2:4][CH2:5][CH3:6]. (5) Given the reactants [Cl:1][C:2]1[CH:3]=[C:4]2[C:8](=[CH:9][CH:10]=1)[N:7]([CH2:11][CH2:12][CH2:13]CS(C)(=O)=O)[C:6]([CH2:19][OH:20])=[CH:5]2.CC1C=C[C:25]([S:28](OCCCS(C)=O)(=O)=[O:29])=CC=1, predict the reaction product. The product is: [Cl:1][C:2]1[CH:3]=[C:4]2[C:8](=[CH:9][CH:10]=1)[N:7]([CH2:11][CH2:12][CH2:13][S:28]([CH3:25])=[O:29])[C:6]([CH2:19][OH:20])=[CH:5]2. (6) The product is: [CH:2]([CH:3]1[CH2:8][CH:7]=[CH:6][S:5][S:4]1)=[CH2:1].[CH:7]([CH:6]1[S:5][CH2:1][CH:2]=[CH:3][S:4]1)=[CH2:8]. Given the reactants [CH2:1]=[CH:2][CH2:3][S:4](=O)[S:5][CH2:6][CH:7]=[CH2:8], predict the reaction product. (7) Given the reactants [NH2:1][C:2]([C@@H:4]([NH:9][C:10](=[O:19])[O:11][CH2:12][C:13]1[CH:18]=[CH:17][CH:16]=[CH:15][CH:14]=1)[C:5]([CH3:8])([CH3:7])[CH3:6])=O.P(Cl)(Cl)(Cl)=O, predict the reaction product. The product is: [C:2]([C@@H:4]([NH:9][C:10](=[O:19])[O:11][CH2:12][C:13]1[CH:18]=[CH:17][CH:16]=[CH:15][CH:14]=1)[C:5]([CH3:8])([CH3:7])[CH3:6])#[N:1].